From a dataset of CYP2C19 inhibition data for predicting drug metabolism from PubChem BioAssay. Regression/Classification. Given a drug SMILES string, predict its absorption, distribution, metabolism, or excretion properties. Task type varies by dataset: regression for continuous measurements (e.g., permeability, clearance, half-life) or binary classification for categorical outcomes (e.g., BBB penetration, CYP inhibition). Dataset: cyp2c19_veith. The result is 0 (non-inhibitor). The compound is CCN1C[C@]2(COC)CC[C@H](O)[C@]34[C@H]1[C@](O)([C@@H](OC)[C@H]23)[C@@]1(O)C[C@H](OC)[C@H]2C[C@@H]4[C@H]1[C@@H]2OC.